From a dataset of Full USPTO retrosynthesis dataset with 1.9M reactions from patents (1976-2016). Predict the reactants needed to synthesize the given product. (1) Given the product [O:21]=[C:15]1[CH:14]([N:8]2[C:7](=[O:22])[C:6]3[C:10](=[CH:11][CH:12]=[C:4]([CH2:3][NH:2][C:26]([CH:23]4[CH2:25][CH2:24]4)=[O:27])[CH:5]=3)[C:9]2=[O:13])[CH2:19][CH2:18][C:17](=[O:20])[NH:16]1, predict the reactants needed to synthesize it. The reactants are: Cl.[NH2:2][CH2:3][C:4]1[CH:5]=[C:6]2[C:10](=[CH:11][CH:12]=1)[C:9](=[O:13])[N:8]([CH:14]1[CH2:19][CH2:18][C:17](=[O:20])[NH:16][C:15]1=[O:21])[C:7]2=[O:22].[CH:23]1([C:26](Cl)=[O:27])[CH2:25][CH2:24]1.C(N(CC)CC)C. (2) Given the product [C:1]([O:5][C:6]([N:8]1[CH2:13][CH2:12][CH:11]([C:14]2[CH:19]=[CH:18][CH:17]=[CH:16][C:15]=2[CH2:20][O:21][S:33]([C:36]2[CH:42]=[CH:41][C:39]([CH3:40])=[CH:38][CH:37]=2)(=[O:35])=[O:34])[CH2:10][CH2:9]1)=[O:7])([CH3:4])([CH3:2])[CH3:3], predict the reactants needed to synthesize it. The reactants are: [C:1]([O:5][C:6]([N:8]1[CH2:13][CH2:12][CH:11]([C:14]2[CH:19]=[CH:18][CH:17]=[CH:16][C:15]=2[CH2:20][OH:21])[CH2:10][CH2:9]1)=[O:7])([CH3:4])([CH3:3])[CH3:2].C1N2CCN(CC2)C1.C(Cl)Cl.[S:33](Cl)([C:36]1[CH:42]=[CH:41][C:39]([CH3:40])=[CH:38][CH:37]=1)(=[O:35])=[O:34].